This data is from Full USPTO retrosynthesis dataset with 1.9M reactions from patents (1976-2016). The task is: Predict the reactants needed to synthesize the given product. (1) The reactants are: [CH2:1]([N:8]1[CH2:26][CH2:25][C:11]2[N:12]=[C:13]([C:17]3[CH:22]=[CH:21][CH:20]=[CH:19][C:18]=3[O:23][CH3:24])[NH:14][C:15](=[O:16])[C:10]=2[CH2:9]1)[C:2]1[CH:7]=[CH:6][CH:5]=[CH:4][CH:3]=1.[H-].[Li+].Br[CH2:30][CH2:31][C:32]1[CH:37]=[CH:36][CH:35]=[CH:34][CH:33]=1. Given the product [CH3:24][O:23][C:18]1[CH:19]=[CH:20][CH:21]=[CH:22][C:17]=1[C:13]1[N:14]([CH2:30][CH2:31][C:32]2[CH:37]=[CH:36][CH:35]=[CH:34][CH:33]=2)[C:15](=[O:16])[C:10]2[CH2:9][N:8]([CH2:1][C:2]3[CH:3]=[CH:4][CH:5]=[CH:6][CH:7]=3)[CH2:26][CH2:25][C:11]=2[N:12]=1, predict the reactants needed to synthesize it. (2) Given the product [CH3:12][O:11][C:9]1[CH:10]=[C:5]([O:4][CH2:1][C:2]#[CH:3])[CH:6]=[C:7]([O:17][CH3:18])[C:8]=1[S:13]([O:19][CH2:20][C:21]([OH:71])([CH3:70])[C:22](=[O:69])[C@H:23]([CH2:24][CH:25]([CH3:26])[CH3:27])[NH:28][C:29](=[O:68])[C@H:30]([CH2:31][C:32]1[CH:37]=[CH:36][CH:35]=[CH:34][CH:33]=1)[NH:38][C:39](=[O:67])[C@H:40]([CH2:41][CH:42]([CH3:44])[CH3:43])[NH:45][C:46](=[O:66])[C@H:47]([CH2:48][CH2:49][C:50]1[CH:55]=[CH:54][CH:53]=[CH:52][CH:51]=1)[NH:56][C:57](=[O:65])[CH2:58][N:59]1[CH2:64][CH2:63][O:62][CH2:61][CH2:60]1)(=[O:15])=[O:14], predict the reactants needed to synthesize it. The reactants are: [CH2:1]([O:4][C:5]1[CH:10]=[C:9]([O:11][CH3:12])[C:8]([S:13](Cl)(=[O:15])=[O:14])=[C:7]([O:17][CH3:18])[CH:6]=1)[C:2]#[CH:3].[OH:19][CH2:20][C@:21]([OH:71])([CH3:70])[C:22](=[O:69])[C@@H:23]([NH:28][C:29](=[O:68])[C@@H:30]([NH:38][C:39](=[O:67])[C@@H:40]([NH:45][C:46](=[O:66])[C@@H:47]([NH:56][C:57](=[O:65])[CH2:58][N:59]1[CH2:64][CH2:63][O:62][CH2:61][CH2:60]1)[CH2:48][CH2:49][C:50]1[CH:55]=[CH:54][CH:53]=[CH:52][CH:51]=1)[CH2:41][CH:42]([CH3:44])[CH3:43])[CH2:31][C:32]1[CH:37]=[CH:36][CH:35]=[CH:34][CH:33]=1)[CH2:24][CH:25]([CH3:27])[CH3:26]. (3) Given the product [OH:1][C:7]1[CH:8]=[C:9]([C:16]([OH:18])=[O:17])[C:10](=[CH:14][CH:15]=1)[C:11]([OH:13])=[O:12], predict the reactants needed to synthesize it. The reactants are: [OH-:1].[Na+].S([C:7]1[CH:8]=[C:9]([C:16]([OH:18])=[O:17])[C:10](=[CH:14][CH:15]=1)[C:11]([OH:13])=[O:12])(O)(=O)=O.Cl. (4) The reactants are: Cl[C:2]1[CH:3]=[C:4]2[N:11]([CH3:12])[CH2:10][CH2:9][N:5]2[C:6](=[O:8])[N:7]=1.[H-].[Na+].[F:15][C:16]1[CH:17]=[C:18]([CH2:35][OH:36])[CH:19]=[C:20]([F:34])[C:21]=1[O:22][C:23]1[CH:28]=[CH:27][C:26]([F:29])=[C:25]([C:30]([F:33])([F:32])[F:31])[CH:24]=1. Given the product [F:15][C:16]1[CH:17]=[C:18]([CH:19]=[C:20]([F:34])[C:21]=1[O:22][C:23]1[CH:28]=[CH:27][C:26]([F:29])=[C:25]([C:30]([F:33])([F:31])[F:32])[CH:24]=1)[CH2:35][O:36][C:2]1[CH:3]=[C:4]2[N:11]([CH3:12])[CH2:10][CH2:9][N:5]2[C:6](=[O:8])[N:7]=1, predict the reactants needed to synthesize it. (5) Given the product [F:27][C:28]([F:41])([F:40])[S:29]([O:20][C:11]1[C:12]2[C:13]([O:18][CH3:19])=[N:14][CH:15]=[CH:16][C:17]=2[N:9]([C:3]2[C:4]([F:8])=[CH:5][CH:6]=[CH:7][C:2]=2[F:1])[N:10]=1)(=[O:31])=[O:30], predict the reactants needed to synthesize it. The reactants are: [F:1][C:2]1[CH:7]=[CH:6][CH:5]=[C:4]([F:8])[C:3]=1[N:9]1[C:17]2[CH:16]=[CH:15][N:14]=[C:13]([O:18][CH3:19])[C:12]=2[C:11](=[O:20])[NH:10]1.N1C=CC=CC=1.[F:27][C:28]([F:41])([F:40])[S:29](O[S:29]([C:28]([F:41])([F:40])[F:27])(=[O:31])=[O:30])(=[O:31])=[O:30].[Cl-].[NH4+]. (6) The reactants are: [CH3:1][O:2][C:3]([C:5]1[CH:10]=[CH:9][CH:8]=[C:7]([C:11]2[CH2:15][CH2:14][CH2:13][C:12]=2Br)[N:6]=1)=[O:4].[F:17][C:18]1[CH:38]=[CH:37][C:21]([CH2:22][O:23][C:24]2[CH:29]=[CH:28][C:27]([C:30]([F:33])([F:32])[F:31])=[CH:26][C:25]=2B(O)O)=[CH:20][CH:19]=1. Given the product [CH3:1][O:2][C:3]([C:5]1[CH:10]=[CH:9][CH:8]=[C:7]([C:11]2[CH2:15][CH2:14][CH2:13][C:12]=2[C:25]2[CH:26]=[C:27]([C:30]([F:33])([F:31])[F:32])[CH:28]=[CH:29][C:24]=2[O:23][CH2:22][C:21]2[CH:37]=[CH:38][C:18]([F:17])=[CH:19][CH:20]=2)[N:6]=1)=[O:4], predict the reactants needed to synthesize it.